Dataset: Reaction yield outcomes from USPTO patents with 853,638 reactions. Task: Predict the reaction yield, written as a fraction of the theoretical maximum amount of product (1.0 means a 100% yield; for example, 0.34 means a 34% yield). (1) The reactants are [OH:1][C:2]1[CH:3]=[C:4]2[C:9](=[CH:10][CH:11]=1)[CH:8]=[C:7]([C:12]1([NH:20][C:21](=[O:27])[O:22][C:23]([CH3:26])([CH3:25])[CH3:24])[CH2:17][O:16][C:15]([CH3:19])([CH3:18])[O:14][CH2:13]1)[CH:6]=[CH:5]2.[CH2:28]([O:35][CH2:36][C@@H:37]1[CH2:40][C@H:39](O)[CH2:38]1)[C:29]1[CH:34]=[CH:33][CH:32]=[CH:31][CH:30]=1.C1(P(C2C=CC=CC=2)C2C=CC=CC=2)C=CC=CC=1.N(C(OC(C)C)=O)=NC(OC(C)C)=O. The catalyst is C1COCC1. The product is [C:23]([O:22][C:21](=[O:27])[NH:20][C:12]1([C:7]2[CH:6]=[CH:5][C:4]3[C:9](=[CH:10][CH:11]=[C:2]([O:1][C@H:39]4[CH2:38][C@H:37]([CH2:36][O:35][CH2:28][C:29]5[CH:30]=[CH:31][CH:32]=[CH:33][CH:34]=5)[CH2:40]4)[CH:3]=3)[CH:8]=2)[CH2:17][O:16][C:15]([CH3:19])([CH3:18])[O:14][CH2:13]1)([CH3:26])([CH3:25])[CH3:24]. The yield is 0.450. (2) The product is [OH:4][C:5]1[CH:6]=[CH:7][C:8]([C:9]([N:11]2[CH2:12][CH2:13][N:14]([C:17]([O:19][C:20]([CH3:21])([CH3:23])[CH3:22])=[O:18])[CH2:15][CH2:16]2)=[O:10])=[CH:24][CH:25]=1. The catalyst is CO. The reactants are C([O:4][C:5]1[CH:25]=[CH:24][C:8]([C:9]([N:11]2[CH2:16][CH2:15][N:14]([C:17]([O:19][C:20]([CH3:23])([CH3:22])[CH3:21])=[O:18])[CH2:13][CH2:12]2)=[O:10])=[CH:7][CH:6]=1)(=O)C.C(=O)([O-])[O-].[K+].[K+]. The yield is 0.920. (3) The reactants are [Cl:1][C:2]1[C:3]([F:36])=[C:4]([C@:8]([C@@H:16]2[CH2:21][CH2:20][CH2:19][N:18]([C:22]([NH:24][C@@H:25]([CH2:29][CH:30]3[CH2:35][CH2:34][CH2:33][CH2:32][CH2:31]3)[CH2:26][NH:27][CH3:28])=[O:23])[CH2:17]2)(O)[CH2:9][CH2:10][CH2:11][CH2:12][O:13][CH3:14])[CH:5]=[CH:6][CH:7]=1.[C:37](#[N:41])[CH:38]([CH3:40])[CH3:39].C([O-])([O-])=[O:43].[K+].[K+]. The catalyst is OS(O)(=O)=O.O. The product is [Cl:1][C:2]1[C:3]([F:36])=[C:4]([C@:8]([C@@H:16]2[CH2:21][CH2:20][CH2:19][N:18]([C:22]([NH:24][C@@H:25]([CH2:29][CH:30]3[CH2:35][CH2:34][CH2:33][CH2:32][CH2:31]3)[CH2:26][NH:27][CH3:28])=[O:23])[CH2:17]2)([NH:41][C:37](=[O:43])[CH:38]([CH3:40])[CH3:39])[CH2:9][CH2:10][CH2:11][CH2:12][O:13][CH3:14])[CH:5]=[CH:6][CH:7]=1. The yield is 0.140. (4) The catalyst is C(Cl)Cl. The reactants are CC(OC([N:8]1[CH2:13][CH2:12][C:11](=[C:14]([C:28]2[CH:33]=[CH:32][CH:31]=[CH:30][C:29]=2[NH2:34])[C:15]2[CH:20]=[CH:19][C:18]([C:21]([N:23]([CH2:26][CH3:27])CC)=[O:22])=[CH:17][CH:16]=2)[CH2:10][CH2:9]1)=O)(C)C.[C:35]1([N:41]=[C:42]=[O:43])[CH:40]=[CH:39][CH:38]=[CH:37][CH:36]=1.C(O)(C(F)(F)F)=O.Cl[CH2:52][CH2:53]Cl. The product is [CH2:26]([N:23]([CH2:52][CH3:53])[C:21](=[O:22])[C:18]1[CH:19]=[CH:20][C:15]([C:14]([C:28]2[CH:33]=[CH:32][CH:31]=[CH:30][C:29]=2[NH:34][C:42]([NH:41][C:35]2[CH:40]=[CH:39][CH:38]=[CH:37][CH:36]=2)=[O:43])=[C:11]2[CH2:12][CH2:13][NH:8][CH2:9][CH2:10]2)=[CH:16][CH:17]=1)[CH3:27]. The yield is 0.920. (5) The reactants are [F:1][C:2]1[CH:3]=[C:4]([NH:8][C:9]2[CH:10]=[N:11][N:12]([CH3:17])[C:13]=2[C:14](O)=O)[CH:5]=[CH:6][CH:7]=1.P(Cl)(Cl)([Cl:20])=O. No catalyst specified. The product is [Cl:20][C:14]1[C:5]2[CH:6]=[CH:7][C:2]([F:1])=[CH:3][C:4]=2[N:8]=[C:9]2[CH:10]=[N:11][N:12]([CH3:17])[C:13]=12.[Cl:20][C:14]1[C:3]2[C:2]([F:1])=[CH:7][CH:6]=[CH:5][C:4]=2[N:8]=[C:9]2[CH:10]=[N:11][N:12]([CH3:17])[C:13]=12. The yield is 0.400. (6) The reactants are Cl[C:2]1[C:7]([C:8]([F:11])([F:10])[F:9])=[CH:6][N:5]=[C:4]([N:12]2[CH2:17][CH2:16][N:15]3[C:18]4[CH:24]=[C:23]([S:25]([CH3:28])(=[O:27])=[O:26])[C:22]([C:29]([O:31][CH3:32])=[O:30])=[CH:21][C:19]=4[N:20]=[C:14]3[C@H:13]2[CH:33]([CH3:35])[CH3:34])[N:3]=1.[C:36]([O-])(O)=[O:37].[Na+]. The catalyst is CO. The product is [CH:33]([C@H:13]1[N:12]([C:4]2[N:3]=[C:2]([O:37][CH3:36])[C:7]([C:8]([F:11])([F:10])[F:9])=[CH:6][N:5]=2)[CH2:17][CH2:16][N:15]2[C:18]3[CH:24]=[C:23]([S:25]([CH3:28])(=[O:27])=[O:26])[C:22]([C:29]([O:31][CH3:32])=[O:30])=[CH:21][C:19]=3[N:20]=[C:14]12)([CH3:35])[CH3:34]. The yield is 0.872.